From a dataset of Full USPTO retrosynthesis dataset with 1.9M reactions from patents (1976-2016). Predict the reactants needed to synthesize the given product. (1) Given the product [NH2:1][C:2]1[CH:9]=[CH:8][C:7]([C:30]2[N:35]=[C:34]3[N:36]([CH:45]4[CH2:50][CH2:49][CH2:48][CH2:47][O:46]4)[N:37]=[C:38]([C:39]4[CH:40]=[N:41][CH:42]=[CH:43][CH:44]=4)[C:33]3=[C:32]([CH:51]([F:52])[F:53])[CH:31]=2)=[CH:6][C:3]=1[C:4]#[N:5], predict the reactants needed to synthesize it. The reactants are: [NH2:1][C:2]1[CH:9]=[CH:8][C:7](B2OC(C)(C)C(C)(C)O2)=[CH:6][C:3]=1[C:4]#[N:5].O.O.P([O-])([O-])([O-])=O.[K+].[K+].[K+].Cl[C:30]1[N:35]=[C:34]2[N:36]([CH:45]3[CH2:50][CH2:49][CH2:48][CH2:47][O:46]3)[N:37]=[C:38]([C:39]3[CH:40]=[N:41][CH:42]=[CH:43][CH:44]=3)[C:33]2=[C:32]([CH:51]([F:53])[F:52])[CH:31]=1.ClCCl.CCCCC. (2) Given the product [CH2:1]([C:5]1[CH:6]=[CH:7][C:8]([C:9]2[O:11][N:55]=[C:56]([C:57]3[N:58]=[CH:59][C:60]([C:63]([O:65][CH2:66][CH3:67])=[O:64])=[N:61][CH:62]=3)[N:68]=2)=[CH:12][CH:13]=1)[CH:2]([CH3:3])[CH3:4], predict the reactants needed to synthesize it. The reactants are: [CH2:1]([C:5]1[CH:13]=[CH:12][C:8]([C:9]([OH:11])=O)=[CH:7][CH:6]=1)[CH:2]([CH3:4])[CH3:3].ON1C2C=CC=CC=2N=N1.F[B-](F)(F)F.N1(OC(N(C)C)=[N+](C)C)C2C=CC=CC=2N=N1.C(N(C(C)C)CC)(C)C.[NH2:55][C:56](=[N:68]O)[C:57]1[N:58]=[CH:59][C:60]([C:63]([O:65][CH2:66][CH3:67])=[O:64])=[N:61][CH:62]=1. (3) Given the product [CH:11]1[C:12]2[C:7](=[N:6][C:5]3[C:14]([C:13]=2[NH:15][CH:16]([CH2:25][CH2:26][CH3:28])[CH2:17][CH2:18][CH2:19][N:20]([CH2:23][CH3:24])[CH2:21][CH3:22])=[CH:1][CH:2]=[CH:3][CH:4]=3)[CH:8]=[CH:9][CH:10]=1, predict the reactants needed to synthesize it. The reactants are: [CH:1]1[C:14]2[C:5](=[N:6][C:7]3[C:12]([C:13]=2[NH:15][CH:16]([CH2:25][CH3:26])[CH2:17][CH2:18][CH2:19][N:20]([CH2:23][CH3:24])[CH2:21][CH3:22])=[CH:11][CH:10]=[CH:9][CH:8]=3)[CH:4]=[CH:3][CH:2]=1.Cl[C:28]1C2C(N=C3C=1C=CC=C3)=CC=CC=2.Cl.Cl.C(N(CC)CCCC(N)CCC)C.C1(O)C=CC=CC=1.C(N(CC)CC)C. (4) Given the product [F:33][C:32]([F:35])([F:34])[C:30]([OH:36])=[O:31].[CH3:29][CH:18]1[N:17]2[C:22]([CH2:23][O:24][C:25]3[C:16]2=[CH:15][C:14]([CH:11]2[CH2:12][CH2:13][NH:8][CH2:9][CH2:10]2)=[CH:27][CH:26]=3)=[N:21][NH:20][C:19]1=[O:28], predict the reactants needed to synthesize it. The reactants are: C(OC([N:8]1[CH2:13][CH2:12][CH:11]([C:14]2[CH:15]=[C:16]3[C:25](=[CH:26][CH:27]=2)[O:24][CH2:23][C:22]2[N:17]3[CH:18]([CH3:29])[C:19](=[O:28])[NH:20][N:21]=2)[CH2:10][CH2:9]1)=O)(C)(C)C.[C:30]([OH:36])([C:32]([F:35])([F:34])[F:33])=[O:31].